This data is from NCI-60 drug combinations with 297,098 pairs across 59 cell lines. The task is: Regression. Given two drug SMILES strings and cell line genomic features, predict the synergy score measuring deviation from expected non-interaction effect. (1) Drug 1: CN1C(=O)N2C=NC(=C2N=N1)C(=O)N. Drug 2: C(CN)CNCCSP(=O)(O)O. Cell line: SK-MEL-28. Synergy scores: CSS=3.06, Synergy_ZIP=-2.21, Synergy_Bliss=-4.03, Synergy_Loewe=-0.809, Synergy_HSA=-3.24. (2) Drug 1: C1C(C(OC1N2C=C(C(=O)NC2=O)F)CO)O. Drug 2: CCN(CC)CCNC(=O)C1=C(NC(=C1C)C=C2C3=C(C=CC(=C3)F)NC2=O)C. Cell line: UACC-257. Synergy scores: CSS=3.55, Synergy_ZIP=-0.845, Synergy_Bliss=1.28, Synergy_Loewe=-5.49, Synergy_HSA=-2.07. (3) Drug 1: CC1C(C(CC(O1)OC2CC(OC(C2O)C)OC3=CC4=CC5=C(C(=O)C(C(C5)C(C(=O)C(C(C)O)O)OC)OC6CC(C(C(O6)C)O)OC7CC(C(C(O7)C)O)OC8CC(C(C(O8)C)O)(C)O)C(=C4C(=C3C)O)O)O)O. Drug 2: C1=NC2=C(N1)C(=S)N=CN2. Cell line: SK-MEL-5. Synergy scores: CSS=33.7, Synergy_ZIP=-7.80, Synergy_Bliss=-9.30, Synergy_Loewe=-26.6, Synergy_HSA=-6.45. (4) Drug 1: C1=CC(=C2C(=C1NCCNCCO)C(=O)C3=C(C=CC(=C3C2=O)O)O)NCCNCCO. Drug 2: CC1=C(C=C(C=C1)NC(=O)C2=CC=C(C=C2)CN3CCN(CC3)C)NC4=NC=CC(=N4)C5=CN=CC=C5. Cell line: CCRF-CEM. Synergy scores: CSS=81.5, Synergy_ZIP=14.1, Synergy_Bliss=13.7, Synergy_Loewe=-21.3, Synergy_HSA=13.2. (5) Drug 1: C1=CC(=CC=C1CCCC(=O)O)N(CCCl)CCCl. Drug 2: C1CCC(C(C1)N)N.C(=O)(C(=O)[O-])[O-].[Pt+4]. Cell line: HL-60(TB). Synergy scores: CSS=66.9, Synergy_ZIP=-6.65, Synergy_Bliss=-5.56, Synergy_Loewe=-4.56, Synergy_HSA=-1.25. (6) Drug 1: C1CCC(CC1)NC(=O)N(CCCl)N=O. Drug 2: CC1=C(C(CCC1)(C)C)C=CC(=CC=CC(=CC(=O)O)C)C. Cell line: UACC62. Synergy scores: CSS=28.0, Synergy_ZIP=-10.9, Synergy_Bliss=-4.55, Synergy_Loewe=-1.53, Synergy_HSA=-1.28. (7) Drug 1: CN1CCC(CC1)COC2=C(C=C3C(=C2)N=CN=C3NC4=C(C=C(C=C4)Br)F)OC. Drug 2: C1C(C(OC1N2C=NC3=C(N=C(N=C32)Cl)N)CO)O. Cell line: PC-3. Synergy scores: CSS=7.69, Synergy_ZIP=-2.13, Synergy_Bliss=1.11, Synergy_Loewe=0.695, Synergy_HSA=1.68.